Dataset: Forward reaction prediction with 1.9M reactions from USPTO patents (1976-2016). Task: Predict the product of the given reaction. (1) Given the reactants CC[C@:3]1([CH3:19])[N:8]2[CH:9]=[C:10]([C:13]([O:15][CH2:16][CH3:17])=[O:14])[C:11]([OH:12])=[C:7]2[C:6](=[O:18])[NH:5][CH2:4]1.C(N[C@H](C(O)=O)C)(O[C:23](C)(C)[CH3:24])=O.[C:33](=O)([O-])[O-].[K+].[K+].IC, predict the reaction product. The product is: [CH2:23]([N:5]1[CH2:4][C@H:3]([CH3:19])[N:8]2[CH:9]=[C:10]([C:13]([O:15][CH2:16][CH3:17])=[O:14])[C:11]([O:12][CH3:33])=[C:7]2[C:6]1=[O:18])[CH3:24]. (2) Given the reactants [C:1]([O:5][C:6]([N:8]1[CH2:13][CH2:12][O:11][CH:10]([C:14]2[CH:19]=[CH:18][C:17]([N:20]=C(C3C=CC=CC=3)C3C=CC=CC=3)=[C:16]([F:34])[CH:15]=2)[CH2:9]1)=[O:7])([CH3:4])([CH3:3])[CH3:2].C([O-])=O.[NH4+], predict the reaction product. The product is: [C:1]([O:5][C:6]([N:8]1[CH2:13][CH2:12][O:11][CH:10]([C:14]2[CH:19]=[CH:18][C:17]([NH2:20])=[C:16]([F:34])[CH:15]=2)[CH2:9]1)=[O:7])([CH3:4])([CH3:2])[CH3:3]. (3) Given the reactants [CH3:1][N:2]([CH3:28])[C:3]([C:5]1[N:20]([CH:21]2[CH2:26][CH2:25][C:24](=[O:27])[CH2:23][CH2:22]2)[C:8]2[N:9]=[C:10]([NH:13][C:14]3[CH:19]=[CH:18][CH:17]=[CH:16][N:15]=3)[N:11]=[CH:12][C:7]=2[CH:6]=1)=[O:4].O.[C:30](=O)(O)[O-].[Na+], predict the reaction product. The product is: [CH3:1][N:2]([CH3:28])[C:3]([C:5]1[N:20]([CH:21]2[CH2:26][CH2:25][C:24]([OH:27])([CH3:30])[CH2:23][CH2:22]2)[C:8]2[N:9]=[C:10]([NH:13][C:14]3[CH:19]=[CH:18][CH:17]=[CH:16][N:15]=3)[N:11]=[CH:12][C:7]=2[CH:6]=1)=[O:4]. (4) Given the reactants [C:1]([C:3]1[N:4]=[CH:5][C:6]([C:11]([NH:13][CH2:14][C:15]2[S:19][C:18]([CH3:20])=[N:17][CH:16]=2)=[O:12])=[N:7][C:8]=1[CH2:9][CH3:10])#[N:2], predict the reaction product. The product is: [NH2:2][CH2:1][C:3]1[N:4]=[CH:5][C:6]([C:11]([NH:13][CH2:14][C:15]2[S:19][C:18]([CH3:20])=[N:17][CH:16]=2)=[O:12])=[N:7][C:8]=1[CH2:9][CH3:10]. (5) Given the reactants [CH3:1][O:2][C:3]1[C:13]([O:14][CH3:15])=[C:12]([O:16][CH3:17])[CH:11]=[CH:10][C:4]=1/[CH:5]=[CH:6]/[C:7](Cl)=[O:8].[NH2:18][C:19]1[CH:20]=[C:21]([CH:26]=[CH:27][C:28]=1[CH3:29])[C:22]([O:24][CH3:25])=[O:23], predict the reaction product. The product is: [CH3:25][O:24][C:22](=[O:23])[C:21]1[CH:26]=[CH:27][C:28]([CH3:29])=[C:19]([NH:18][C:7](=[O:8])[CH:6]=[CH:5][C:4]2[CH:10]=[CH:11][C:12]([O:16][CH3:17])=[C:13]([O:14][CH3:15])[C:3]=2[O:2][CH3:1])[CH:20]=1.